This data is from Forward reaction prediction with 1.9M reactions from USPTO patents (1976-2016). The task is: Predict the product of the given reaction. (1) Given the reactants [CH2:1]([O:3][C:4](=[O:13])[C:5](=[N:10][O:11][CH3:12])[CH2:6][C:7](=[O:9])[CH3:8])[CH3:2].C(=O)([O-])[O-].[K+].[K+].I[CH2:21][CH:22]([CH3:24])[CH3:23].Cl, predict the reaction product. The product is: [CH2:1]([O:3][C:4](=[O:13])[C:5](=[N:10][O:11][CH3:12])[CH:6]([C:7](=[O:9])[CH3:8])[CH2:21][CH:22]([CH3:24])[CH3:23])[CH3:2]. (2) Given the reactants [Cl:1][C:2]1[CH:37]=[CH:36][C:5]([CH2:6][NH:7][C:8](=[O:35])[C:9]([C:20]([C:22]2[CH:26]=[C:25]([CH2:27][N:28]3[CH2:33][CH2:32][O:31][CH2:30][CH2:29]3)[S:24][C:23]=2Cl)=[O:21])=[CH:10][NH:11][CH2:12][CH2:13][N:14]2[CH2:19][CH2:18][O:17][CH2:16][CH2:15]2)=[CH:4][CH:3]=1.C([O-])([O-])=O.[K+].[K+], predict the reaction product. The product is: [Cl:1][C:2]1[CH:37]=[CH:36][C:5]([CH2:6][NH:7][C:8]([C:9]2[C:20](=[O:21])[C:22]3[CH:26]=[C:25]([CH2:27][N:28]4[CH2:29][CH2:30][O:31][CH2:32][CH2:33]4)[S:24][C:23]=3[N:11]([CH2:12][CH2:13][N:14]3[CH2:15][CH2:16][O:17][CH2:18][CH2:19]3)[CH:10]=2)=[O:35])=[CH:4][CH:3]=1. (3) Given the reactants [N:1]1([C:10]2[N:14]([CH3:15])[N:13]=[C:12]([CH3:16])[C:11]=2/[CH:17]=[CH:18]/[C:19]([NH:21][S:22]([CH2:25][CH2:26][CH2:27][CH2:28][CH3:29])(=[O:24])=[O:23])=[O:20])[C:9]2[C:4](=[CH:5][CH:6]=[CH:7][CH:8]=2)[CH:3]=[CH:2]1.C(=O)([O-])O.[K+:34], predict the reaction product. The product is: [N:1]1([C:10]2[N:14]([CH3:15])[N:13]=[C:12]([CH3:16])[C:11]=2/[CH:17]=[CH:18]/[C:19]([N-:21][S:22]([CH2:25][CH2:26][CH2:27][CH2:28][CH3:29])(=[O:24])=[O:23])=[O:20])[C:9]2[C:4](=[CH:5][CH:6]=[CH:7][CH:8]=2)[CH:3]=[CH:2]1.[K+:34]. (4) Given the reactants [C:1](N1C=CN=C1)(N1C=CN=C1)=[O:2].[OH:13][N:14]=[C:15]([C:17]1[CH:22]=[CH:21][CH:20]=[C:19]([C:23]2[CH:28]=[CH:27][C:26]([O:29][CH3:30])=[C:25]([CH:31]3[C:44]4[C:43](=[O:45])[CH2:42][C:41]([CH3:47])([CH3:46])[CH2:40][C:39]=4[O:38][C:37]4[CH2:36][C:35]([CH3:49])([CH3:48])[CH2:34][C:33](=[O:50])[C:32]3=4)[CH:24]=2)[N:18]=1)[NH2:16].N12CCCN=C1CCCCC2.[Cl-].[NH4+], predict the reaction product. The product is: [CH3:30][O:29][C:26]1[CH:27]=[CH:28][C:23]([C:19]2[CH:20]=[CH:21][CH:22]=[C:17]([C:15]3[NH:16][C:1](=[O:2])[O:13][N:14]=3)[N:18]=2)=[CH:24][C:25]=1[CH:31]1[C:32]2[C:33](=[O:50])[CH2:34][C:35]([CH3:49])([CH3:48])[CH2:36][C:37]=2[O:38][C:39]2[CH2:40][C:41]([CH3:46])([CH3:47])[CH2:42][C:43](=[O:45])[C:44]1=2. (5) Given the reactants F[C:2]1[CH:7]=[CH:6][C:5]([N+:8]([O-:10])=[O:9])=[C:4]([NH2:11])[C:3]=1[N+:12]([O-:14])=[O:13].[F:15][C:16]1[CH:23]=[CH:22][C:19]([CH2:20][NH2:21])=[CH:18][CH:17]=1.C(N(CC)CC)C.II, predict the reaction product. The product is: [N+:8]([C:5]1[CH:6]=[CH:7][C:2]([NH:21][CH2:20][C:19]2[CH:22]=[CH:23][C:16]([F:15])=[CH:17][CH:18]=2)=[C:3]([N+:12]([O-:14])=[O:13])[C:4]=1[NH2:11])([O-:10])=[O:9].